Predict the reactants needed to synthesize the given product. From a dataset of Full USPTO retrosynthesis dataset with 1.9M reactions from patents (1976-2016). (1) Given the product [C:1]([O:5][C:6](=[O:17])[NH:7][CH2:8][CH2:9][C:10]1[CH:15]=[CH:14][C:13]([O:16][C:19]2[CH:20]=[C:21]([C:22]#[N:23])[CH:24]=[CH:25][N:26]=2)=[CH:12][CH:11]=1)([CH3:4])([CH3:2])[CH3:3], predict the reactants needed to synthesize it. The reactants are: [C:1]([O:5][C:6](=[O:17])[NH:7][CH2:8][CH2:9][C:10]1[CH:15]=[CH:14][C:13]([OH:16])=[CH:12][CH:11]=1)([CH3:4])([CH3:3])[CH3:2].Cl[C:19]1[CH:20]=[C:21]([CH:24]=[CH:25][N:26]=1)[C:22]#[N:23].C([O-])([O-])=O.[K+].[K+]. (2) Given the product [CH3:11][N:12]([CH:14]=[C:2]1[C:3](=[O:7])[CH2:4][CH2:5][CH2:6][C:1]1=[O:8])[CH3:13], predict the reactants needed to synthesize it. The reactants are: [C:1]1(=[O:8])[CH2:6][CH2:5][CH2:4][C:3](=[O:7])[CH2:2]1.CO[CH:11](OC)[N:12]([CH3:14])[CH3:13].